Predict the reactants needed to synthesize the given product. From a dataset of Full USPTO retrosynthesis dataset with 1.9M reactions from patents (1976-2016). (1) Given the product [OH:52][CH2:51][C:48]1([C:44]2[CH:43]=[C:42]([CH:47]=[CH:46][CH:45]=2)[CH2:41][N:39]2[CH:40]=[C:35]([C:33]3[O:32][N:31]=[C:30]([C:27]4[CH:28]=[CH:29][C:24]([C:21]([CH3:23])([CH3:22])[C:20]([F:64])([F:19])[F:65])=[CH:25][CH:26]=4)[N:34]=3)[CH:36]=[CH:37][C:38]2=[O:63])[CH2:50][CH2:49]1, predict the reactants needed to synthesize it. The reactants are: [F-].C([N+](CCCC)(CCCC)CCCC)CCC.[F:19][C:20]([F:65])([F:64])[C:21]([C:24]1[CH:29]=[CH:28][C:27]([C:30]2[N:34]=[C:33]([C:35]3[CH:36]=[CH:37][C:38](=[O:63])[N:39]([CH2:41][C:42]4[CH:47]=[CH:46][CH:45]=[C:44]([C:48]5([CH2:51][O:52][Si](C(C)C)(C(C)C)C(C)C)[CH2:50][CH2:49]5)[CH:43]=4)[CH:40]=3)[O:32][N:31]=2)=[CH:26][CH:25]=1)([CH3:23])[CH3:22].C(OCC)(=O)C. (2) Given the product [CH2:16]([N:23]1[CH2:28][CH2:27][C:26]([C:2]2[CH:7]=[CH:6][C:5]([O:8][CH3:9])=[CH:4][C:3]=2[F:10])([OH:29])[CH2:25][CH2:24]1)[C:17]1[CH:18]=[CH:19][CH:20]=[CH:21][CH:22]=1, predict the reactants needed to synthesize it. The reactants are: Br[C:2]1[CH:7]=[CH:6][C:5]([O:8][CH3:9])=[CH:4][C:3]=1[F:10].C([Mg]Cl)(C)C.[CH2:16]([N:23]1[CH2:28][CH2:27][C:26](=[O:29])[CH2:25][CH2:24]1)[C:17]1[CH:22]=[CH:21][CH:20]=[CH:19][CH:18]=1. (3) The reactants are: [NH2:1][C:2]1[CH:10]=[C:9]([F:11])[CH:8]=[CH:7][C:3]=1[C:4]([NH2:6])=[O:5].[C:12](OCC)(=O)[C:13]([O:15][CH2:16][CH3:17])=[O:14]. Given the product [F:11][C:9]1[CH:10]=[C:2]2[C:3]([C:4]([OH:5])=[N:6][C:12]([C:13]([O:15][CH2:16][CH3:17])=[O:14])=[N:1]2)=[CH:7][CH:8]=1, predict the reactants needed to synthesize it. (4) Given the product [C:1]([O:5][C:6](=[O:35])[CH2:7][C:8]1([N:19]2[CH2:20][CH2:21][CH:22]([N:25]([C@@H:26]3[CH2:28][C@H:27]3[C:29]3[CH:34]=[CH:33][CH:32]=[CH:31][CH:30]=3)[C:47](=[O:48])[C:46]([F:57])([F:56])[F:45])[CH2:23][CH2:24]2)[CH2:11][N:10]([C:12]([O:14][C:15]([CH3:18])([CH3:17])[CH3:16])=[O:13])[CH2:9]1)([CH3:2])([CH3:3])[CH3:4], predict the reactants needed to synthesize it. The reactants are: [C:1]([O:5][C:6](=[O:35])[CH2:7][C:8]1([N:19]2[CH2:24][CH2:23][CH:22]([NH:25][C@@H:26]3[CH2:28][C@H:27]3[C:29]3[CH:34]=[CH:33][CH:32]=[CH:31][CH:30]=3)[CH2:21][CH2:20]2)[CH2:11][N:10]([C:12]([O:14][C:15]([CH3:18])([CH3:17])[CH3:16])=[O:13])[CH2:9]1)([CH3:4])([CH3:3])[CH3:2].C(N(CC)C(C)C)(C)C.[F:45][C:46]([F:57])([F:56])[C:47](O[C:47](=[O:48])[C:46]([F:57])([F:56])[F:45])=[O:48]. (5) Given the product [CH3:5][C:2]([C:6]1[S:7][CH:8]=[C:9]([C:11]2[CH:16]=[CH:15][CH:14]=[CH:13][CH:12]=2)[N:10]=1)([CH3:1])[CH2:3][NH:4][C:27](=[O:28])[C:26]1[CH:30]=[CH:31][CH:32]=[C:24]([C:21]2[N:20]=[C:19]([C:18]([F:34])([F:33])[F:17])[O:23][N:22]=2)[CH:25]=1, predict the reactants needed to synthesize it. The reactants are: [CH3:1][C:2]([C:6]1[S:7][CH:8]=[C:9]([C:11]2[CH:16]=[CH:15][CH:14]=[CH:13][CH:12]=2)[N:10]=1)([CH3:5])[CH2:3][NH2:4].[F:17][C:18]([F:34])([F:33])[C:19]1[O:23][N:22]=[C:21]([C:24]2[CH:25]=[C:26]([CH:30]=[CH:31][CH:32]=2)[C:27](O)=[O:28])[N:20]=1. (6) Given the product [Cl:22][C:23]1[CH:28]=[CH:27][C:26]([C:7]2[CH:8]=[C:9]([C:12]([O:14][CH3:15])=[O:13])[NH:10][CH:11]=2)=[CH:25][CH:24]=1, predict the reactants needed to synthesize it. The reactants are: CN(C=O)C.Br[C:7]1[CH:8]=[C:9]([C:12]([O:14][CH3:15])=[O:13])[NH:10][CH:11]=1.C([O-])([O-])=O.[Na+].[Na+].[Cl:22][C:23]1[CH:28]=[CH:27][C:26](B(O)O)=[CH:25][CH:24]=1. (7) Given the product [ClH:18].[CH3:14][O:13][C:5]1[N:4]2[N:3]=[C:2]([N:1]=[S:16]([CH3:17])[CH3:15])[N:10]=[C:9]2[C:8]([O:11][CH3:12])=[CH:7][N:6]=1, predict the reactants needed to synthesize it. The reactants are: [NH2:1][C:2]1[N:10]=[C:9]2[N:4]([C:5]([O:13][CH3:14])=[N:6][CH:7]=[C:8]2[O:11][CH3:12])[N:3]=1.[CH3:15][S:16][CH3:17].[Cl:18]N1C(=O)CCC1=O.